From a dataset of Forward reaction prediction with 1.9M reactions from USPTO patents (1976-2016). Predict the product of the given reaction. (1) Given the reactants [NH2:1][C:2]1[S:3][CH:4]=[CH:5][C:6]=1[C:7]([O:9]CC)=O.Cl.Cl[C:14]([NH2:16])=[NH:15].CS(C)(=O)=O.[OH-].[NH4+], predict the reaction product. The product is: [NH2:15][C:14]1[NH:16][C:7](=[O:9])[C:6]2[CH:5]=[CH:4][S:3][C:2]=2[N:1]=1. (2) Given the reactants [N+:1]([C:4]1[CH:13]=[CH:12][CH:11]=[C:10]2[C:5]=1[CH:6]=[CH:7][CH:8]=[N:9]2)([O-:3])=[O:2].S(OC)(O[CH3:18])(=O)=O.[I-:21].[K+], predict the reaction product. The product is: [I-:21].[CH3:18][N+:9]1[C:10]2[C:5](=[C:4]([N+:1]([O-:3])=[O:2])[CH:13]=[CH:12][CH:11]=2)[CH:6]=[CH:7][CH:8]=1.